Predict which catalyst facilitates the given reaction. From a dataset of Catalyst prediction with 721,799 reactions and 888 catalyst types from USPTO. (1) Reactant: [C:1]([CH:3]=[C:4]([O:9][CH2:10][C:11]([O:13]CC)=[O:12])[C:5]([CH3:8])([CH3:7])[CH3:6])#[N:2].C1COCC1.CO.O.[OH-].[Li+]. Product: [C:1]([CH:3]=[C:4]([O:9][CH2:10][C:11]([OH:13])=[O:12])[C:5]([CH3:7])([CH3:8])[CH3:6])#[N:2]. The catalyst class is: 6. (2) Reactant: [NH2:1][C@H:2]1[CH2:7][CH2:6][C@H:5]([CH2:8][NH:9][C:10](=[O:25])[C:11]2[CH:16]=[C:15]([C:17]([F:20])([F:19])[F:18])[CH:14]=[C:13]([C:21]([F:24])([F:23])[F:22])[CH:12]=2)[CH2:4][CH2:3]1.[C:26]([CH:30]1[CH2:32][O:31]1)([CH3:29])([CH3:28])[CH3:27]. Product: [OH:31][CH:30]([C:26]([CH3:29])([CH3:28])[CH3:27])[CH2:32][NH:1][C@H:2]1[CH2:3][CH2:4][C@H:5]([CH2:8][NH:9][C:10](=[O:25])[C:11]2[CH:16]=[C:15]([C:17]([F:19])([F:20])[F:18])[CH:14]=[C:13]([C:21]([F:22])([F:23])[F:24])[CH:12]=2)[CH2:6][CH2:7]1. The catalyst class is: 41. (3) Reactant: O=[C:2]1[CH2:7][CH2:6][CH:5]([C:8]([O:10][CH2:11][CH3:12])=[O:9])[CH2:4][CH2:3]1.[CH2:13]([NH:20][CH2:21][C:22]1[CH:27]=[CH:26][CH:25]=[CH:24][CH:23]=1)[C:14]1[CH:19]=[CH:18][CH:17]=[CH:16][CH:15]=1.C(O[BH-](OC(=O)C)OC(=O)C)(=O)C.[Na+].Cl.[OH-].[Na+]. Product: [CH2:21]([N:20]([CH:2]1[CH2:7][CH2:6][CH:5]([C:8]([O:10][CH2:11][CH3:12])=[O:9])[CH2:4][CH2:3]1)[CH2:13][C:14]1[CH:19]=[CH:18][CH:17]=[CH:16][CH:15]=1)[C:22]1[CH:27]=[CH:26][CH:25]=[CH:24][CH:23]=1. The catalyst class is: 26. (4) Reactant: [OH:1][CH2:2][C@H:3]([NH:8][C:9](=[O:18])[C:10]1[CH:15]=[CH:14][C:13]([CH3:16])=[C:12]([CH3:17])[CH:11]=1)[CH2:4][CH:5]([CH3:7])[CH3:6].[OH-].[Na+].I[CH3:22]. Product: [CH3:22][O:1][CH2:2][C@H:3]([NH:8][C:9](=[O:18])[C:10]1[CH:15]=[CH:14][C:13]([CH3:16])=[C:12]([CH3:17])[CH:11]=1)[CH2:4][CH:5]([CH3:7])[CH3:6]. The catalyst class is: 3. (5) Reactant: [F:1][C:2]([F:19])([F:18])[C:3]([C:9]1[CH:14]=[CH:13][CH:12]=[C:11]([N+:15]([O-])=O)[CH:10]=1)([OH:8])[C:4]([F:7])([F:6])[F:5].C([O-])=O.[NH4+]. Product: [NH2:15][C:11]1[CH:10]=[C:9]([C:3]([OH:8])([C:2]([F:1])([F:18])[F:19])[C:4]([F:5])([F:6])[F:7])[CH:14]=[CH:13][CH:12]=1. The catalyst class is: 29. (6) Reactant: [CH3:1][O:2][C:3]1[CH:4]=[C:5]2[C:10](=[CH:11][CH:12]=1)[C:9]([OH:13])=[CH:8][CH:7]=[CH:6]2.N1C=CC=CC=1.[F:20][C:21]([F:34])([F:33])[S:22](O[S:22]([C:21]([F:34])([F:33])[F:20])(=[O:24])=[O:23])(=[O:24])=[O:23]. Product: [F:20][C:21]([F:34])([F:33])[S:22]([O:13][C:9]1[C:10]2[C:5](=[CH:4][C:3]([O:2][CH3:1])=[CH:12][CH:11]=2)[CH:6]=[CH:7][CH:8]=1)(=[O:24])=[O:23]. The catalyst class is: 4. (7) Reactant: C1(P(C2CCCCC2)C2C=CC=CC=2C2C=CC=CC=2)CCCCC1.[CH3:26][O:27][C:28]1[CH:29]=[C:30]([NH2:40])[CH:31]=[CH:32][C:33]=1[N:34]1[CH:38]=[C:37]([CH3:39])[N:36]=[CH:35]1.Br[C:42]1[N:56]=[C:45]2[CH:46]=[CH:47][CH:48]=[C:49]([C:50]3[CH:55]=[CH:54][CH:53]=[CH:52][CH:51]=3)[N:44]2[N:43]=1. Product: [CH3:26][O:27][C:28]1[CH:29]=[C:30]([NH:40][C:42]2[N:56]=[C:45]3[CH:46]=[CH:47][CH:48]=[C:49]([C:50]4[CH:55]=[CH:54][CH:53]=[CH:52][CH:51]=4)[N:44]3[N:43]=2)[CH:31]=[CH:32][C:33]=1[N:34]1[CH:38]=[C:37]([CH3:39])[N:36]=[CH:35]1. The catalyst class is: 160.